This data is from Forward reaction prediction with 1.9M reactions from USPTO patents (1976-2016). The task is: Predict the product of the given reaction. The product is: [C:1]([C:3]1[CH:8]=[CH:7][C:18]([CH2:17][N:14]([CH3:15])[C:20](=[O:21])[O:22][CH2:23][C:24]2[CH:29]=[CH:28][CH:27]=[CH:26][CH:25]=2)=[CH:5][CH:4]=1)#[N:2]. Given the reactants [C:1]([C:3]1[CH:8]=[CH:7]C(CCN)=[CH:5][CH:4]=1)#[N:2].C([N:14]([CH2:17][CH3:18])[CH2:15]C)C.Cl[C:20]([O:22][CH2:23][C:24]1[CH:29]=[CH:28][CH:27]=[CH:26][CH:25]=1)=[O:21], predict the reaction product.